Dataset: Forward reaction prediction with 1.9M reactions from USPTO patents (1976-2016). Task: Predict the product of the given reaction. (1) Given the reactants Cl.Cl.[Cl:3]C1C=C([CH:10]2[CH2:15][N:14]([CH3:16])[CH2:13][CH2:12][N:11]2[CH2:17][CH2:18][CH:19]2[CH2:24][CH2:23][CH2:22][CH2:21][CH2:20]2)C=CC=1.Cl.Cl.[Cl:27][C:28]1[CH:29]=[C:30](C(C2CCCCC2)CN2CCNCC2)[CH:31]=[CH:32][CH:33]=1, predict the reaction product. The product is: [ClH:3].[ClH:27].[Cl:27][C:28]1[CH:33]=[C:32]([CH:18]([CH:19]2[CH2:20][CH2:21][CH2:22][CH2:23][CH2:24]2)[CH2:17][N:11]2[CH2:10][CH2:15][N:14]([CH3:16])[CH2:13][CH2:12]2)[CH:31]=[CH:30][CH:29]=1. (2) Given the reactants FC1C=CC([C:8]2[C:9]([NH2:37])=[N:10][CH:11]=[N:12][C:13]=2[N:14]2[CH2:19][CH2:18][CH:17]([C:20]3[N:21]([CH3:36])[CH:22]=[C:23]([C:25]4[CH:30]=[CH:29][C:28]([F:31])=[C:27]([C:32]([F:35])([F:34])[F:33])[CH:26]=4)[N:24]=3)[CH2:16][CH2:15]2)=CC=1.[N:38]1([C:44]2[N:49]=[CH:48][C:47](B(O)O)=[CH:46][CH:45]=2)[CH2:43][CH2:42][NH:41][CH2:40][CH2:39]1, predict the reaction product. The product is: [F:31][C:28]1[CH:29]=[CH:30][C:25]([C:23]2[N:24]=[C:20]([CH:17]3[CH2:16][CH2:15][N:14]([C:13]4[N:12]=[CH:11][N:10]=[C:9]([NH2:37])[C:8]=4[C:47]4[CH:48]=[N:49][C:44]([N:38]5[CH2:43][CH2:42][NH:41][CH2:40][CH2:39]5)=[CH:45][CH:46]=4)[CH2:19][CH2:18]3)[N:21]([CH3:36])[CH:22]=2)=[CH:26][C:27]=1[C:32]([F:34])([F:33])[F:35].